Predict which catalyst facilitates the given reaction. From a dataset of Catalyst prediction with 721,799 reactions and 888 catalyst types from USPTO. (1) The catalyst class is: 24. Product: [C:1]([C:5]1[CH:6]=[CH:7][C:8]([CH2:19][OH:20])=[C:9]([OH:11])[CH:10]=1)([CH3:4])([CH3:2])[CH3:3]. Reactant: [C:1]([C:5]1[CH:6]=[CH:7][C:8]([CH:19]=[O:20])=[C:9]([O:11]S(C(F)(F)F)(=O)=O)[CH:10]=1)([CH3:4])([CH3:3])[CH3:2].C(C1C=CC(C=O)=C(O)C=1)(C)(C)C.[BH4-].[Na+]. (2) Product: [O:20]1[CH2:21][CH2:22][O:23][CH2:24][CH:19]1[C:18]1[C:12]2[S:11][C:10]([NH:9][C:7](=[O:8])[C:6]3[CH:27]=[CH:28][N:29]=[C:4]([O:33][CH2:32][C:31]([F:35])([F:34])[F:30])[CH:5]=3)=[N:14][C:13]=2[C:15]([O:25][CH3:26])=[CH:16][CH:17]=1. The catalyst class is: 887. Reactant: [H-].[Na+].Br[C:4]1[CH:5]=[C:6]([CH:27]=[CH:28][N:29]=1)[C:7]([NH:9][C:10]1[S:11][C:12]2[C:18]([CH:19]3[CH2:24][O:23][CH2:22][CH2:21][O:20]3)=[CH:17][CH:16]=[C:15]([O:25][CH3:26])[C:13]=2[N:14]=1)=[O:8].[F:30][C:31]([F:35])([F:34])[CH2:32][OH:33].C(Cl)(Cl)Cl. (3) Reactant: C(OC(=O)[NH:10][C@@H:11]1[CH2:17][CH2:16][CH2:15][N:14]([C:18]2[N:19]([CH3:49])[N:20]=[CH:21][C:22]=2[NH:23][C:24]([C:26]2[N:27]=[C:28]([C:39]3[CH:44]=[CH:43][CH:42]=[CH:41][C:40]=3[C:45]([F:48])([F:47])[F:46])[S:29][C:30]=2[NH:31]C(OC(C)(C)C)=O)=[O:25])[CH2:13][CH2:12]1)C1C=CC=CC=1. Product: [NH2:31][C:30]1[S:29][C:28]([C:39]2[CH:44]=[CH:43][CH:42]=[CH:41][C:40]=2[C:45]([F:47])([F:48])[F:46])=[N:27][C:26]=1[C:24]([NH:23][C:22]1[CH:21]=[N:20][N:19]([CH3:49])[C:18]=1[N:14]1[CH2:15][CH2:16][CH2:17][C@@H:11]([NH2:10])[CH2:12][CH2:13]1)=[O:25]. The catalyst class is: 393. (4) Reactant: C[O:2][CH:3]=[CH:4][C:5]1[CH:10]=[CH:9][C:8]([C:11]2[CH:16]=[CH:15][C:14]([C:17]([F:20])([F:19])[F:18])=[CH:13][CH:12]=2)=[CH:7][CH:6]=1.Cl.CCOC(C)=O.CCCCCC. Product: [F:18][C:17]([F:19])([F:20])[C:14]1[CH:13]=[CH:12][C:11]([C:8]2[CH:9]=[CH:10][C:5]([CH2:4][CH:3]=[O:2])=[CH:6][CH:7]=2)=[CH:16][CH:15]=1. The catalyst class is: 1. (5) Product: [OH:8][C:9]1[CH:10]=[C:11]2[C:16](=[CH:17][CH:18]=1)[C:15]([C:19]([O:21][CH3:1])=[O:20])=[CH:14][CH:13]=[CH:12]2. The catalyst class is: 332. Reactant: [CH3:1][Si](C=[N+]=[N-])(C)C.[OH:8][C:9]1[CH:10]=[C:11]2[C:16](=[CH:17][CH:18]=1)[C:15]([C:19]([OH:21])=[O:20])=[CH:14][CH:13]=[CH:12]2. (6) Reactant: [O:1]1[C:6]2[CH:7]=[CH:8][C:9]([CH2:11][OH:12])=[CH:10][C:5]=2[O:4][CH2:3][CH2:2]1.[N:13]([C:16]1[CH:25]=[CH:24][CH:23]=[CH:22][C:17]=1[C:18]([O:20]C)=[O:19])=[C:14]=[O:15].C(N(CC)CC)C.[OH-].[Li+]. Product: [O:1]1[C:6]2[CH:7]=[CH:8][C:9]([CH2:11][O:12][C:14]([NH:13][C:16]3[CH:25]=[CH:24][CH:23]=[CH:22][C:17]=3[C:18]([OH:20])=[O:19])=[O:15])=[CH:10][C:5]=2[O:4][CH2:3][CH2:2]1. The catalyst class is: 87.